From a dataset of Full USPTO retrosynthesis dataset with 1.9M reactions from patents (1976-2016). Predict the reactants needed to synthesize the given product. (1) Given the product [C:1]([O:5][C:6]([N:8]1[CH2:17][CH2:16][C:15]2[C:10](=[CH:11][CH:12]=[C:13]([C:64]3[CH:63]=[N:62][C:61]([CH:58]4[CH2:60][CH2:59]4)=[N:66][CH:65]=3)[CH:14]=2)[CH2:9]1)=[O:7])([CH3:4])([CH3:3])[CH3:2], predict the reactants needed to synthesize it. The reactants are: [C:1]([O:5][C:6]([N:8]1[CH2:17][CH2:16][C:15]2[C:10](=[CH:11][CH:12]=[C:13](OS(C(F)(F)F)(=O)=O)[CH:14]=2)[CH2:9]1)=[O:7])([CH3:4])([CH3:3])[CH3:2].C([O-])(=O)C.[K+].B1(B2OC(C)(C)C(C)(C)O2)OC(C)(C)C(C)(C)O1.O.P([O-])([O-])([O-])=O.[K+].[K+].[K+].[CH:58]1([C:61]2[N:66]=[CH:65][C:64](Br)=[CH:63][N:62]=2)[CH2:60][CH2:59]1.C(=O)(O)[O-].[Na+]. (2) Given the product [ClH:52].[NH2:8][CH2:9][CH2:10][CH2:11][O:12][C:13]1[CH:48]=[CH:47][CH:46]=[CH:45][C:14]=1[CH2:15][NH:16][C:17](=[O:44])[NH:18][C:19]1[S:20][CH:21]=[C:22]([C:24]([NH:26][CH2:27][C:28]([NH:30][C@@H:31]([C:38]2[CH:39]=[N:40][CH:41]=[CH:42][CH:43]=2)[CH2:32][C:33]([O:35][CH2:36][CH3:37])=[O:34])=[O:29])=[O:25])[N:23]=1, predict the reactants needed to synthesize it. The reactants are: C(OC([NH:8][CH2:9][CH2:10][CH2:11][O:12][C:13]1[CH:48]=[CH:47][CH:46]=[CH:45][C:14]=1[CH2:15][NH:16][C:17](=[O:44])[NH:18][C:19]1[S:20][CH:21]=[C:22]([C:24]([NH:26][CH2:27][C:28]([NH:30][C@@H:31]([C:38]2[CH:39]=[N:40][CH:41]=[CH:42][CH:43]=2)[CH2:32][C:33]([O:35][CH2:36][CH3:37])=[O:34])=[O:29])=[O:25])[N:23]=1)=O)(C)(C)C.C([Cl:52])(=O)C.